The task is: Predict the reaction yield, written as a fraction of the theoretical maximum amount of product (1.0 means a 100% yield; for example, 0.34 means a 34% yield).. This data is from Reaction yield outcomes from USPTO patents with 853,638 reactions. The product is [CH3:36][N:2]([CH3:1])[CH2:3][CH2:4][N:5]([CH3:35])[C:6]1[C:11]([NH2:12])=[CH:10][C:9]([NH:15][C:16]2[N:21]=[C:20]([C:22]3[C:30]4[C:25](=[CH:26][CH:27]=[CH:28][CH:29]=4)[N:24]([CH3:31])[CH:23]=3)[C:19]([CH3:32])=[CH:18][N:17]=2)=[C:8]([O:33][CH3:34])[CH:7]=1. The catalyst is C(O)C.O.[Fe]. The reactants are [CH3:1][N:2]([CH3:36])[CH2:3][CH2:4][N:5]([CH3:35])[C:6]1[C:11]([N+:12]([O-])=O)=[CH:10][C:9]([NH:15][C:16]2[N:21]=[C:20]([C:22]3[C:30]4[C:25](=[CH:26][CH:27]=[CH:28][CH:29]=4)[N:24]([CH3:31])[CH:23]=3)[C:19]([CH3:32])=[CH:18][N:17]=2)=[C:8]([O:33][CH3:34])[CH:7]=1.[NH4+].[Cl-].C(Cl)Cl.CO. The yield is 0.780.